Dataset: Blood-brain barrier permeability classification from the B3DB database. Task: Regression/Classification. Given a drug SMILES string, predict its absorption, distribution, metabolism, or excretion properties. Task type varies by dataset: regression for continuous measurements (e.g., permeability, clearance, half-life) or binary classification for categorical outcomes (e.g., BBB penetration, CYP inhibition). Dataset: b3db_classification. The drug is CO/N=C(\C(=O)NC1C(=O)N2C(C(=O)O)=C(COC(C)=O)CS[C@@H]12)c1csc(N)n1. The result is 0 (does not penetrate BBB).